From a dataset of Full USPTO retrosynthesis dataset with 1.9M reactions from patents (1976-2016). Predict the reactants needed to synthesize the given product. (1) Given the product [OH:4][C@@H:5]1[CH2:10][CH2:9][CH2:8][CH2:7][C@H:6]1[NH:11][C:12]1[S:13][C:14]2[CH:20]=[C:19]([CH2:21][N:22]3[C:26]4=[N:27][CH:28]=[C:29]([CH2:31][NH:32][C:39](=[O:40])[CH3:41])[CH:30]=[C:25]4[N:24]=[CH:23]3)[CH:18]=[CH:17][C:15]=2[N:16]=1, predict the reactants needed to synthesize it. The reactants are: C([O:4][C@@H:5]1[CH2:10][CH2:9][CH2:8][CH2:7][C@H:6]1[NH:11][C:12]1[S:13][C:14]2[CH:20]=[C:19]([CH2:21][N:22]3[C:26]4=[N:27][CH:28]=[C:29]([CH2:31][NH2:32])[CH:30]=[C:25]4[N:24]=[CH:23]3)[CH:18]=[CH:17][C:15]=2[N:16]=1)(=O)C.N1C=CC=CC=1.[C:39](Cl)([CH3:41])=[O:40]. (2) Given the product [NH2:17][C:18]1[N:19]=[C:20]([N:13]2[CH2:14][CH2:15][N:10]([C:2](=[O:9])[C:3]3[CH:4]=[CH:5][CH:6]=[CH:7][CH:8]=3)[CH2:11][C@H:12]2[CH3:16])[C:21]2[N:27]=[C:26]([C:28]3[CH:33]=[CH:32][C:31]([F:34])=[CH:30][CH:29]=3)[CH:25]=[CH:24][C:22]=2[N:23]=1, predict the reactants needed to synthesize it. The reactants are: Cl.[C:2]([N:10]1[CH2:15][CH2:14][NH:13][C@H:12]([CH3:16])[CH2:11]1)(=[O:9])[C:3]1[CH:8]=[CH:7][CH:6]=[CH:5][CH:4]=1.[NH2:17][C:18]1[NH:19][C:20](=O)[C:21]2[N:27]=[C:26]([C:28]3[CH:33]=[CH:32][C:31]([F:34])=[CH:30][CH:29]=3)[CH:25]=[CH:24][C:22]=2[N:23]=1.C1CCN2C(=NCCC2)CC1. (3) Given the product [C:10]([C:11]([NH:8][CH2:1][C:2]1[CH:7]=[CH:6][CH:5]=[CH:4][CH:3]=1)=[O:12])([CH3:15])([CH3:14])[CH3:9], predict the reactants needed to synthesize it. The reactants are: [CH2:1]([NH2:8])[C:2]1[CH:7]=[CH:6][CH:5]=[CH:4][CH:3]=1.[CH3:9][C:10]([CH3:15])([CH3:14])[C:11](Cl)=[O:12]. (4) Given the product [OH:15][C:14]1([C:6]2[CH:7]=[CH:8][C:3]([O:2][CH3:1])=[CH:4][CH:5]=2)[C:16]2[C:21](=[CH:20][CH:19]=[CH:18][CH:17]=2)[NH:11][C:12]1=[O:13], predict the reactants needed to synthesize it. The reactants are: [CH3:1][O:2][C:3]1[CH:8]=[CH:7][C:6]([Mg]Br)=[CH:5][CH:4]=1.[NH:11]1[C:21]2[C:16](=[CH:17][CH:18]=[CH:19][CH:20]=2)[C:14](=[O:15])[C:12]1=[O:13]. (5) Given the product [NH2:19][C:14]1[CH:15]=[CH:16][CH:17]=[CH:18][C:13]=1[S:10]([NH:9][C:7]1[CH:6]=[CH:5][CH:4]=[C:3]([N:2]([CH3:22])[CH3:1])[N:8]=1)(=[O:11])=[O:12], predict the reactants needed to synthesize it. The reactants are: [CH3:1][N:2]([CH3:22])[C:3]1[N:8]=[C:7]([NH:9][S:10]([C:13]2[CH:18]=[CH:17][CH:16]=[CH:15][C:14]=2[N+:19]([O-])=O)(=[O:12])=[O:11])[CH:6]=[CH:5][CH:4]=1.CCCCCC.CCOC(C)=O.C([O-])(O)=O.[Na+].